From a dataset of Forward reaction prediction with 1.9M reactions from USPTO patents (1976-2016). Predict the product of the given reaction. (1) Given the reactants [CH2:1]([N:3]([CH2:33][CH3:34])[C:4](=[O:32])[CH:5]([CH2:22][C:23]1[CH:28]=[CH:27][C:26]([N+:29]([O-:31])=[O:30])=[CH:25][CH:24]=1)[C:6]([NH:8][S:9]([C:12]1[CH:21]=[CH:20][C:19]2[C:14](=[CH:15][CH:16]=[CH:17][CH:18]=2)[CH:13]=1)(=[O:11])=[O:10])=[O:7])[CH3:2].[O:35]=[C:36]1[C:49]2[C:44](=[CH:45][CH:46]=[CH:47][CH:48]=2)[C:38]2(CCNCC2)[CH2:37]1, predict the reaction product. The product is: [CH:13]1[C:14]2[C:19](=[CH:18][CH:17]=[CH:16][CH:15]=2)[CH:20]=[CH:21][C:12]=1[S:9]([NH:8][C:6](=[O:7])[CH:5]([CH2:22][C:23]1[CH:24]=[CH:25][C:26]([N+:29]([O-:31])=[O:30])=[CH:27][CH:28]=1)[C:4](=[O:32])[N:3]1[CH2:1][CH2:2][C:38]2([C:44]3[C:49](=[CH:48][CH:47]=[CH:46][CH:45]=3)[C:36](=[O:35])[CH2:37]2)[CH2:34][CH2:33]1)(=[O:10])=[O:11]. (2) Given the reactants [NH2:1][C:2]1[CH:3]=[CH:4][C:5]([CH3:19])=[C:6]([NH:8][C:9](=[O:18])/[CH:10]=[CH:11]/[C:12]2[CH:17]=[CH:16][CH:15]=CN=2)[CH:7]=1.[CH2:20]([N:22](CC)CC)C.[CH3:27][C:28]1[CH:36]=[CH:35][C:31]([C:32](Cl)=[O:33])=[CH:30][CH:29]=1.C(=O)([O-])[O-].[K+].[K+], predict the reaction product. The product is: [CH3:19][C:5]1[CH:4]=[CH:3][C:2]([NH:1][C:32](=[O:33])[C:31]2[CH:35]=[CH:36][C:28]([CH3:27])=[CH:29][CH:30]=2)=[CH:7][C:6]=1[NH:8][C:9](=[O:18])[CH:10]=[CH:11][C:12]1[CH:20]=[N:22][CH:15]=[CH:16][CH:17]=1. (3) Given the reactants C(OC([N:8]1[CH2:13][CH2:12][CH2:11][C@H:10]([NH:14][C:15]2[CH:20]=[CH:19][CH:18]=[CH:17][CH:16]=2)[CH2:9]1)=O)(C)(C)C, predict the reaction product. The product is: [C:15]1([NH:14][C@H:10]2[CH2:11][CH2:12][CH2:13][NH:8][CH2:9]2)[CH:20]=[CH:19][CH:18]=[CH:17][CH:16]=1. (4) The product is: [CH3:1][O:2][C:3]([N:5]([CH2:12][CH:13]=[O:14])[C:6]1[CH:7]=[CH:8][CH:9]=[CH:10][CH:11]=1)=[O:4]. Given the reactants [CH3:1][O:2][C:3]([N:5]([CH2:12][CH2:13][OH:14])[C:6]1[CH:11]=[CH:10][CH:9]=[CH:8][CH:7]=1)=[O:4].C(N(CC)CC)C.S(=O)(=O)=O.O, predict the reaction product. (5) Given the reactants [CH3:1][C:2]1([C:5]([C:7]2[C:15]3[C:10](=[N:11][CH:12]=[C:13]([C:16]4[CH:21]=[C:20]([O:22][CH3:23])[C:19]([O:24][CH3:25])=[C:18]([O:26][CH3:27])[CH:17]=4)[N:14]=3)[N:9]([Si](C(C)C)(C(C)C)C(C)C)[CH:8]=2)=[O:6])[CH2:4][CH2:3]1.[F-].C([N+](CCCC)(CCCC)CCCC)CCC, predict the reaction product. The product is: [CH3:1][C:2]1([C:5]([C:7]2[C:15]3[C:10](=[N:11][CH:12]=[C:13]([C:16]4[CH:21]=[C:20]([O:22][CH3:23])[C:19]([O:24][CH3:25])=[C:18]([O:26][CH3:27])[CH:17]=4)[N:14]=3)[NH:9][CH:8]=2)=[O:6])[CH2:4][CH2:3]1. (6) The product is: [OH:1][CH2:2][CH2:3][N:4]([CH2:33][CH2:34][C:35]1[CH:36]=[CH:37][CH:38]=[CH:39][CH:40]=1)[C:5](=[O:32])[NH:6][C@@H:7]([CH2:17][C:18]1[CH:19]=[CH:20][C:21]([OH:24])=[CH:22][CH:23]=1)[C:8]([N:10]1[CH2:11][CH2:12][N:13]([CH3:16])[CH2:14][CH2:15]1)=[O:9]. Given the reactants [OH:1][CH2:2][CH2:3][N:4]([CH2:33][CH2:34][C:35]1[CH:40]=[CH:39][CH:38]=[CH:37][CH:36]=1)[C:5](=[O:32])[NH:6][C@@H:7]([CH2:17][C:18]1[CH:23]=[CH:22][C:21]([O:24]CC2C=CC=CC=2)=[CH:20][CH:19]=1)[C:8]([N:10]1[CH2:15][CH2:14][N:13]([CH3:16])[CH2:12][CH2:11]1)=[O:9].CO, predict the reaction product.